This data is from HIV replication inhibition screening data with 41,000+ compounds from the AIDS Antiviral Screen. The task is: Binary Classification. Given a drug SMILES string, predict its activity (active/inactive) in a high-throughput screening assay against a specified biological target. The drug is Cc1cc(Cl)nc(Nc2nc3ccccc3[nH]2)n1. The result is 0 (inactive).